Dataset: Full USPTO retrosynthesis dataset with 1.9M reactions from patents (1976-2016). Task: Predict the reactants needed to synthesize the given product. (1) Given the product [ClH:38].[Cl:38][C:34]1[CH:35]=[C:36]2[C:31](=[CH:32][CH:33]=1)[NH:30][C:29]([S:26]([N:23]1[CH2:24][CH2:25][N:20]([C:18]([C:16]3[S:15][C:11]4[CH2:12][N:13]([CH3:14])[CH:8]([CH3:6])[CH2:9][C:10]=4[N:17]=3)=[O:19])[CH:21]([C:39](=[O:42])[NH:40][CH3:41])[CH2:22]1)(=[O:28])=[O:27])=[CH:37]2, predict the reactants needed to synthesize it. The reactants are: C(O[C:6]([CH:8]1[N:13]([CH3:14])[CH2:12][C:11]2[S:15][C:16]([C:18]([N:20]3[CH2:25][CH2:24][N:23]([S:26]([C:29]4[NH:30][C:31]5[C:36]([CH:37]=4)=[CH:35][C:34]([Cl:38])=[CH:33][CH:32]=5)(=[O:28])=[O:27])[CH2:22][CH:21]3[C:39](=[O:42])[NH:40][CH3:41])=[O:19])=[N:17][C:10]=2[CH2:9]1)=O)(C)(C)C.C(OCC)C. (2) Given the product [C:39]1([C:44]2[CH:45]=[CH:46][CH:47]=[CH:48][CH:49]=2)[CH:40]=[CH:41][CH:42]=[CH:43][C:38]=1[CH2:37][N:34]1[CH2:33][CH2:32][N:31]([C:28]2[CH:27]=[CH:26][C:25]([CH2:24][N:17]3[C:18]4[CH:23]=[CH:22][CH:21]=[CH:20][C:19]=4[N:15]([CH2:14][CH2:13][CH2:12][O:11][C:7]4[CH:6]=[C:5]([CH:10]=[CH:9][CH:8]=4)[C:4]([OH:51])=[O:3])[C:16]3=[NH:50])=[CH:30][CH:29]=2)[CH2:36][CH2:35]1, predict the reactants needed to synthesize it. The reactants are: C([O:3][C:4](=[O:51])[C:5]1[CH:10]=[CH:9][CH:8]=[C:7]([O:11][CH2:12][CH2:13][CH2:14][N:15]2[C:19]3[CH:20]=[CH:21][CH:22]=[CH:23][C:18]=3[N:17]([CH2:24][C:25]3[CH:30]=[CH:29][C:28]([N:31]4[CH2:36][CH2:35][N:34]([CH2:37][C:38]5[CH:43]=[CH:42][CH:41]=[CH:40][C:39]=5[C:44]5[CH:49]=[CH:48][CH:47]=[CH:46][CH:45]=5)[CH2:33][CH2:32]4)=[CH:27][CH:26]=3)[C:16]2=[NH:50])[CH:6]=1)C.[OH-].[Na+]. (3) Given the product [CH3:1][O:2][C:3](=[O:35])[NH:4][CH:5]([C:9]([N:11]1[CH:15]([C:16]2[NH:17][CH:18]=[C:19]([C:21]3[CH:26]=[CH:25][C:24]([Br:27])=[CH:23][CH:22]=3)[N:40]=2)[CH2:14][N:13]([C:29]2[CH:30]=[CH:31][CH:32]=[CH:33][CH:34]=2)[CH2:12]1)=[O:10])[CH:6]([CH3:7])[CH3:8], predict the reactants needed to synthesize it. The reactants are: [CH3:1][O:2][C:3](=[O:35])[NH:4][CH:5]([C:9]([N:11]1[CH:15]([C:16](=O)[NH:17][CH2:18][C:19]([C:21]2[CH:26]=[CH:25][C:24]([Br:27])=[CH:23][CH:22]=2)=O)[CH2:14][N:13]([C:29]2[CH:34]=[CH:33][CH:32]=[CH:31][CH:30]=2)[CH2:12]1)=[O:10])[CH:6]([CH3:8])[CH3:7].C([O-])(=O)C.[NH4+:40]. (4) Given the product [C:17]1([C:8]2[C:9]([C:11]3[CH:12]=[N:13][CH:14]=[CH:15][CH:16]=3)=[N:10][C:5](=[O:23])[NH:6][N:7]=2)[CH:22]=[CH:21][CH:20]=[CH:19][CH:18]=1, predict the reactants needed to synthesize it. The reactants are: CS([C:5]1[N:6]=[N:7][C:8]([C:17]2[CH:22]=[CH:21][CH:20]=[CH:19][CH:18]=2)=[C:9]([C:11]2[CH:12]=[N:13][CH:14]=[CH:15][CH:16]=2)[N:10]=1)(=O)=O.[OH-:23].[K+].Cl.